Dataset: Catalyst prediction with 721,799 reactions and 888 catalyst types from USPTO. Task: Predict which catalyst facilitates the given reaction. (1) Reactant: [F:1][C:2]1[CH:11]=[CH:10][C:5]([C:6]([O:8][CH3:9])=[O:7])=[C:4]([OH:12])[CH:3]=1.[Br:13][C:14]1[CH:19]=[C:18]([N+]([O-])=O)[CH:17]=[C:16]([Br:23])[N:15]=1.C(=O)([O-])[O-].[Cs+].[Cs+].O. Product: [CH3:9][O:8][C:6](=[O:7])[C:5]1[CH:10]=[CH:11][C:2]([F:1])=[CH:3][C:4]=1[O:12][C:18]1[CH:17]=[C:16]([Br:23])[N:15]=[C:14]([Br:13])[CH:19]=1. The catalyst class is: 9. (2) Reactant: [C:1]([O:5][C:6]([N:8]1[C:12]2=[C:13]([Cl:18])[N:14]=[CH:15][C:16](I)=[C:11]2[C:10]([CH3:19])=[CH:9]1)=[O:7])([CH3:4])([CH3:3])[CH3:2].C([Mg]Cl)(C)C.[C:25](=[O:27])=[O:26]. Product: [C:1]([O:5][C:6]([N:8]1[C:12]2[C:13]([Cl:18])=[N:14][CH:15]=[C:16]([C:25]([OH:27])=[O:26])[C:11]=2[C:10]([CH3:19])=[CH:9]1)=[O:7])([CH3:4])([CH3:3])[CH3:2]. The catalyst class is: 54. (3) Reactant: [CH2:1]([C:3]1[C:7]2[CH:8]=[CH:9][CH:10]=[CH:11][C:6]=2[O:5][C:4]=1[CH:12]=[O:13])[CH3:2].O1CCCC1.[CH2:19]([Mg]Br)[CH:20]([CH3:22])[CH3:21].[Cl-].[NH4+]. Product: [CH2:1]([C:3]1[C:7]2[CH:8]=[CH:9][CH:10]=[CH:11][C:6]=2[O:5][C:4]=1[CH:12]([OH:13])[CH2:19][CH:20]([CH3:22])[CH3:21])[CH3:2]. The catalyst class is: 7. (4) Reactant: [Cl:1][C:2]1[CH:10]=[C:9]([C:11]([NH:13][CH:14]([C:16]2[NH:20][C:19]3[CH:21]=[CH:22][C:23]([Cl:25])=[CH:24][C:18]=3[N:17]=2)[CH3:15])=[O:12])[CH:8]=[CH:7][C:3]=1[C:4](O)=[O:5].[CH2:26]([O:33][C:34]([CH:36]1[CH2:40][CH2:39][CH2:38][NH:37]1)=[O:35])[C:27]1[CH:32]=[CH:31][CH:30]=[CH:29][CH:28]=1.C(N(C(C)C)CC)(C)C.ClCl. Product: [CH2:26]([O:33][C:34]([CH:36]1[CH2:40][CH2:39][CH2:38][N:37]1[C:4]([C:3]1[CH:7]=[CH:8][C:9]([C:11]([NH:13][CH:14]([C:16]2[NH:20][C:19]3[CH:21]=[CH:22][C:23]([Cl:25])=[CH:24][C:18]=3[N:17]=2)[CH3:15])=[O:12])=[CH:10][C:2]=1[Cl:1])=[O:5])=[O:35])[C:27]1[CH:28]=[CH:29][CH:30]=[CH:31][CH:32]=1. The catalyst class is: 16. (5) Reactant: [Cl:1][C:2]1[CH:3]=[C:4]2[C:8](=[CH:9][CH:10]=1)[N:7]([C:11]1[CH:16]=[CH:15][C:14]([N+:17]([O-])=O)=[CH:13][C:12]=1[Cl:20])[CH:6]=[C:5]2[C:21](=[O:23])[CH3:22].[H][H]. Product: [NH2:17][C:14]1[CH:15]=[CH:16][C:11]([N:7]2[C:8]3[C:4](=[CH:3][C:2]([Cl:1])=[CH:10][CH:9]=3)[C:5]([C:21](=[O:23])[CH3:22])=[CH:6]2)=[C:12]([Cl:20])[CH:13]=1. The catalyst class is: 43. (6) Reactant: [H-].[Na+].C[C:4](P(OC)(O)=O)([C:6]([O-:8])=[O:7])[CH3:5].[CH3:14][N:15]1[CH2:20][CH2:19]C(=O)[CH2:17][CH2:16]1.O.[CH2:23]1COCC1. Product: [CH3:23][O:8][C:6](=[O:7])[CH:4]=[C:5]1[CH2:19][CH2:20][N:15]([CH3:14])[CH2:16][CH2:17]1. The catalyst class is: 170. (7) The catalyst class is: 1. Reactant: [Cl:1][C:2]1[CH:7]=[CH:6][C:5]([OH:8])=[C:4]([I:9])[CH:3]=1.[CH2:10]([N:17]1[CH2:22][CH:21]=[C:20]([CH2:23]O)[CH2:19][CH2:18]1)[C:11]1[CH:16]=[CH:15][CH:14]=[CH:13][CH:12]=1.C1(P(C2C=CC=CC=2)C2C=CC=CC=2)C=CC=CC=1.CCOC(/N=N/C(OCC)=O)=O. Product: [CH2:10]([N:17]1[CH2:18][CH:19]=[C:20]([CH2:23][O:8][C:5]2[CH:6]=[CH:7][C:2]([Cl:1])=[CH:3][C:4]=2[I:9])[CH2:21][CH2:22]1)[C:11]1[CH:16]=[CH:15][CH:14]=[CH:13][CH:12]=1. (8) Reactant: [CH2:1]([O:3][CH2:4][C:5]1[N:6]([CH2:19][CH2:20][CH3:21])[C:7]2[C:16]3[CH:15]=[CH:14][C:13]([OH:17])=[CH:12][C:11]=3[N:10]=[CH:9][C:8]=2[N:18]=1)[CH3:2].C1(P(C2C=CC=CC=2)C2C=CC=CC=2)C=CC=CC=1.O[CH:42]1[CH2:47][CH2:46][N:45]([C:48]([O:50][C:51]([CH3:54])([CH3:53])[CH3:52])=[O:49])[CH2:44][CH2:43]1.N(C(OC(C)C)=O)=NC(OC(C)C)=O. Product: [CH2:1]([O:3][CH2:4][C:5]1[N:6]([CH2:19][CH2:20][CH3:21])[C:7]2[C:16]3[CH:15]=[CH:14][C:13]([O:17][CH:42]4[CH2:47][CH2:46][N:45]([C:48]([O:50][C:51]([CH3:54])([CH3:53])[CH3:52])=[O:49])[CH2:44][CH2:43]4)=[CH:12][C:11]=3[N:10]=[CH:9][C:8]=2[N:18]=1)[CH3:2]. The catalyst class is: 1. (9) Reactant: [NH2:1][C:2]1[C:3]([C:31]([O:33]CC)=O)=[N:4][C:5]([NH:17][CH2:18][C@@H:19]2[CH2:23][CH2:22][CH2:21][N:20]2C(OC(C)(C)C)=O)=[N:6][C:7]=1[NH:8][C:9]1[CH:14]=[CH:13][CH:12]=[CH:11][C:10]=1[O:15][CH3:16].C(OC([N:43]1CCC[C@H]1CNC1N=C(C(OCC)=O)C([N+]([O-])=O)=C(NC2C=CC=CC=2OC)N=1)=O)(C)(C)C.[CH2:73]([OH:75])C. Product: [CH3:16][O:15][C:10]1[CH:11]=[CH:12][CH:13]=[CH:14][C:9]=1[N:8]1[C:73](=[O:75])[NH:1][C:2]2[C:7]1=[N:6][C:5]([NH:17][CH2:18][C@@H:19]1[CH2:23][CH2:22][CH2:21][NH:20]1)=[N:4][C:3]=2[C:31]([NH2:43])=[O:33]. The catalyst class is: 45. (10) The catalyst class is: 105. Product: [CH2:22]([C:12]1[C:13]2[C:14]([NH2:19])=[CH:15][CH:16]=[CH:17][C:18]=2[N:10]([CH2:9][C:7]2[CH:6]=[CH:5][CH:4]=[C:3]([O:2][CH3:1])[N:8]=2)[N:11]=1)[CH3:23]. Reactant: [CH3:1][O:2][C:3]1[N:8]=[C:7]([CH2:9][N:10]2[C:18]3[C:13](=[C:14]([N+:19]([O-])=O)[CH:15]=[CH:16][CH:17]=3)[C:12]([CH:22]=[CH2:23])=[N:11]2)[CH:6]=[CH:5][CH:4]=1.